This data is from Forward reaction prediction with 1.9M reactions from USPTO patents (1976-2016). The task is: Predict the product of the given reaction. (1) Given the reactants [CH2:1]([O:8][C:9]1[CH:14]=[CH:13][CH:12]=[CH:11][C:10]=1[NH:15]N)[C:2]1[CH:7]=[CH:6][CH:5]=[CH:4][CH:3]=1.[N:17]12[CH2:25][CH2:24][CH:21]([CH2:22][CH2:23]1)[C:20](=O)[CH2:19][CH2:18]2.S(=O)(=O)(O)O, predict the reaction product. The product is: [CH2:1]([O:8][C:9]1[C:10]2[NH:15][C:20]3[CH:21]4[CH2:24][CH2:25][N:17]([CH2:18][C:19]=3[C:11]=2[CH:12]=[CH:13][CH:14]=1)[CH2:23][CH2:22]4)[C:2]1[CH:7]=[CH:6][CH:5]=[CH:4][CH:3]=1. (2) Given the reactants Cl.[Cl:2]C1C=CC(O[CH:8]2[CH2:13][CH2:12][NH:11][CH2:10][CH2:9]2)=CC=1F.[Cl:17][C:18]1[CH:23]=[CH:22][C:21]([OH:24])=[C:20]([F:25])[CH:19]=1, predict the reaction product. The product is: [ClH:2].[Cl:17][C:18]1[CH:23]=[CH:22][C:21]([O:24][CH:8]2[CH2:13][CH2:12][NH:11][CH2:10][CH2:9]2)=[C:20]([F:25])[CH:19]=1. (3) Given the reactants Br[C:2]1[CH:3]=[C:4]2[C:8](=[CH:9][CH:10]=1)[NH:7][CH:6]=[C:5]2[CH:11]=[O:12].[F:13][C:14]([F:25])([F:24])[C:15]1[CH:20]=[CH:19][C:18](B(O)O)=[CH:17][CH:16]=1.C(=O)([O-])[O-].[Na+].[Na+], predict the reaction product. The product is: [F:13][C:14]([F:25])([F:24])[C:15]1[CH:20]=[CH:19][C:18]([C:2]2[CH:3]=[C:4]3[C:8](=[CH:9][CH:10]=2)[NH:7][CH:6]=[C:5]3[CH:11]=[O:12])=[CH:17][CH:16]=1. (4) Given the reactants Cl[C:2]1[N:7]=[CH:6][C:5]([CH2:8][N:9]2[C:14]3[N:15]=[CH:16][CH:17]=[CH:18][C:13]=3[C:12]3=[N:19][N:20]([C:23]4[CH:28]=[CH:27][CH:26]=[C:25]([CH3:29])[C:24]=4[CH3:30])[C:21](=[O:22])[C:11]3=[N:10]2)=[CH:4][CH:3]=1.C(=O)([O-])[O-].[Cs+].[Cs+].[CH3:37][C:38]1[CH:43]=[CH:42][C:41](B(O)O)=[CH:40][N:39]=1.C(=O)(O)[O-].[Na+], predict the reaction product. The product is: [CH3:30][C:24]1[C:25]([CH3:29])=[CH:26][CH:27]=[CH:28][C:23]=1[N:20]1[C:21](=[O:22])[C:11]2=[N:10][N:9]([CH2:8][C:5]3[CH:4]=[CH:3][C:2]([C:41]4[CH:40]=[N:39][C:38]([CH3:37])=[CH:43][CH:42]=4)=[N:7][CH:6]=3)[C:14]3[N:15]=[CH:16][CH:17]=[CH:18][C:13]=3[C:12]2=[N:19]1. (5) The product is: [CH3:1][C:2]1[C:6]([C:7]([NH:59][CH:56]2[CH2:55][CH2:54][N:53]([C:51]3[C:52]4[C:44]([CH3:43])=[CH:45][NH:46][C:47]=4[N:48]=[CH:49][N:50]=3)[CH2:58][CH2:57]2)=[O:9])=[C:5]([CH3:10])[O:4][N:3]=1. Given the reactants [CH3:1][C:2]1[C:6]([C:7]([OH:9])=O)=[C:5]([CH3:10])[O:4][N:3]=1.CCN=C=NCCCN(C)C.Cl.C1C=CC2N(O)N=NC=2C=1.C(N(CC)C(C)C)(C)C.Cl.[CH3:43][C:44]1[C:52]2[C:51]([N:53]3[CH2:58][CH2:57][CH:56]([NH2:59])[CH2:55][CH2:54]3)=[N:50][CH:49]=[N:48][C:47]=2[NH:46][CH:45]=1, predict the reaction product. (6) Given the reactants [Cl:1][C:2]1[CH:7]=[CH:6][CH:5]=[C:4]([Cl:8])[C:3]=1[NH:9][C:10]1[N:14]2[CH:15]=[CH:16][CH:17]=[N:18][C:13]2=[N:12][C:11]=1[C:19]1[C:27]([O:28][CH3:29])=[CH:26][C:25]([O:30][CH3:31])=[CH:24][C:20]=1[C:21]([OH:23])=O.[C:32]([O:36][C:37]([CH3:40])([CH3:39])[CH3:38])(=[O:35])[NH:33][NH2:34].O, predict the reaction product. The product is: [Cl:1][C:2]1[CH:7]=[CH:6][CH:5]=[C:4]([Cl:8])[C:3]=1[NH:9][C:10]1[N:14]2[CH:15]=[CH:16][CH:17]=[N:18][C:13]2=[N:12][C:11]=1[C:19]1[C:27]([O:28][CH3:29])=[CH:26][C:25]([O:30][CH3:31])=[CH:24][C:20]=1[C:21]([NH:34][NH:33][C:32]([O:36][C:37]([CH3:40])([CH3:39])[CH3:38])=[O:35])=[O:23]. (7) Given the reactants [CH3:1][C:2](=[O:22])[C@@H:3]1[C@:20]2([CH3:21])[C@H:6]([C@H:7]3[C@H:17]([CH2:18][CH2:19]2)[C@:15]2([CH3:16])[C@H:10]([CH2:11][CH:12]=[CH:13][CH2:14]2)[CH2:9][CH2:8]3)[CH2:5][CH2:4]1.CC(C[AlH]CC(C)C)C, predict the reaction product. The product is: [CH3:1][CH:2]([OH:22])[C@@H:3]1[C@:20]2([CH3:21])[C@H:6]([C@H:7]3[C@H:17]([CH2:18][CH2:19]2)[C@:15]2([CH3:16])[C@H:10]([CH2:11][CH:12]=[CH:13][CH2:14]2)[CH2:9][CH2:8]3)[CH2:5][CH2:4]1. (8) Given the reactants [CH3:1][O:2][C:3](=[O:30])[CH2:4][CH2:5][CH:6]([N:16]([CH3:29])[C:17]([NH:19][CH2:20][C:21]1[CH:26]=[CH:25][CH:24]=[C:23]([F:27])[C:22]=1[Cl:28])=[O:18])[CH2:7][O:8][Si](C(C)(C)C)(C)C.CCCC[N+:35]([CH2:44][CH2:45][CH2:46][CH3:47])([CH2:40][CH2:41][CH2:42][CH3:43])CCCC.[F-].[C:49]1(C)C=CC=CC=1.C1C2C(=CC=CC=2)C=C([C:66]([N:68]=[N+]=[N-])=[O:67])N=1, predict the reaction product. The product is: [CH3:1][O:2][C:3](=[O:30])[CH2:4][CH2:5][CH:6]([N:16]([CH3:29])[C:17]([NH:19][CH2:20][C:21]1[CH:26]=[CH:25][CH:24]=[C:23]([F:27])[C:22]=1[Cl:28])=[O:18])[CH2:7][O:8][C:66](=[O:67])[NH:68][C:44]1[N:35]=[CH:40][C:41]2[C:46]([CH:45]=1)=[CH:47][CH:49]=[CH:43][CH:42]=2. (9) The product is: [F:17][C:11]1[CH:10]=[C:9]([CH:8]=[CH:7][C:6]([OH:18])=[O:5])[CH:14]=[CH:13][C:12]=1[CH:15]=[O:16]. Given the reactants C([O:5][C:6](=[O:18])[CH:7]=[CH:8][C:9]1[CH:14]=[CH:13][C:12]([CH:15]=[O:16])=[C:11]([F:17])[CH:10]=1)(C)(C)C, predict the reaction product.